From a dataset of Forward reaction prediction with 1.9M reactions from USPTO patents (1976-2016). Predict the product of the given reaction. (1) Given the reactants CN(C)[CH:3]=[CH:4][C:5]([C:7]1[C:12](=[O:13])[C:11]([O:14][CH3:15])=[CH:10][N:9]([C:16]2[CH:21]=[CH:20][C:19]([N:22]3[CH:26]=[CH:25][CH:24]=[N:23]3)=[CH:18][C:17]=2[F:27])[N:8]=1)=O.[F:29][C:30]([F:40])([F:39])[C:31]1[CH:32]=[C:33]([NH:37][NH2:38])[CH:34]=[CH:35][CH:36]=1.O, predict the reaction product. The product is: [F:27][C:17]1[CH:18]=[C:19]([N:22]2[CH:26]=[CH:25][CH:24]=[N:23]2)[CH:20]=[CH:21][C:16]=1[N:9]1[CH:10]=[C:11]([O:14][CH3:15])[C:12](=[O:13])[C:7]([C:5]2[N:37]([C:33]3[CH:34]=[CH:35][CH:36]=[C:31]([C:30]([F:39])([F:40])[F:29])[CH:32]=3)[N:38]=[CH:3][CH:4]=2)=[N:8]1. (2) The product is: [NH:1]1[C:2]2[CH:7]=[CH:6][CH:5]=[CH:4][C:3]=2[N:8]=[C:9]1/[CH:10]=[CH:11]/[C:12]1[CH:17]=[CH:16][C:15]([N:18]2[S:19](=[O:25])(=[O:24])[NH:20][C:21](=[O:23])[CH2:22]2)=[C:14]([O:26][CH2:27][C:28]2[CH:33]=[CH:32][CH:31]=[CH:30][CH:29]=2)[CH:13]=1. Given the reactants [NH2:1][C:2]1[CH:7]=[CH:6][CH:5]=[CH:4][C:3]=1[NH:8][C:9](=O)/[CH:10]=[CH:11]/[C:12]1[CH:17]=[CH:16][C:15]([N:18]2[CH2:22][C:21](=[O:23])[NH:20][S:19]2(=[O:25])=[O:24])=[C:14]([O:26][CH2:27][C:28]2[CH:33]=[CH:32][CH:31]=[CH:30][CH:29]=2)[CH:13]=1, predict the reaction product. (3) Given the reactants [CH3:1][O:2][CH2:3][C@@H:4]1[CH2:8][CH2:7][CH2:6][N:5]1[NH2:9].[CH2:10]=O.O, predict the reaction product. The product is: [CH3:1][O:2][CH2:3][C@@H:4]1[CH2:8][CH2:7][CH2:6][N:5]1[N:9]=[CH2:10]. (4) Given the reactants O[CH:2]1[C:10]2[N:6]([C:7]([C:19]3[CH:24]=[CH:23][CH:22]=[CH:21][CH:20]=3)=[C:8]3[C:14](=[O:15])[N:13]([CH3:16])[C:12](=[O:17])[N:11]([CH3:18])[C:9]3=2)[C@H:5]([C:25]([O:27][CH3:28])=[O:26])[CH2:4][CH2:3]1.[CH3:29][C:30]1[O:31][CH:32]=[CH:33][CH:34]=1, predict the reaction product. The product is: [CH3:18][N:11]1[C:9]2=[C:10]3[N:6]([C:7]([C:19]4[CH:20]=[CH:21][CH:22]=[CH:23][CH:24]=4)=[C:8]2[C:14](=[O:15])[N:13]([CH3:16])[C:12]1=[O:17])[C@H:5]([C:25]([O:27][CH3:28])=[O:26])[CH2:4][CH2:3][CH:2]3[C:32]1[O:31][C:30]([CH3:29])=[CH:34][CH:33]=1. (5) Given the reactants [Li+].[Cl-].C[Mg+].[Br-].[CH2:6](OCC)C.[O:11]=[C:12]1[CH2:16][CH2:15][N:14]([C:17]([O:19][C:20]([CH3:23])([CH3:22])[CH3:21])=[O:18])[CH2:13]1.[NH4+].[Cl-], predict the reaction product. The product is: [OH:11][C:12]1([CH3:6])[CH2:16][CH2:15][N:14]([C:17]([O:19][C:20]([CH3:23])([CH3:22])[CH3:21])=[O:18])[CH2:13]1. (6) Given the reactants [Cl:1][C:2]1[CH:3]=[C:4]([CH:8]=[C:9]([C:11]([CH3:13])=[CH2:12])[N:10]=1)[C:5]([OH:7])=[O:6].[N+](=[CH:16][Si](C)(C)C)=[N-], predict the reaction product. The product is: [Cl:1][C:2]1[CH:3]=[C:4]([CH:8]=[C:9]([C:11]([CH3:13])=[CH2:12])[N:10]=1)[C:5]([O:7][CH3:16])=[O:6]. (7) Given the reactants [Cl:1][C:2]1[CH:7]=[C:6]([Cl:8])[CH:5]=[CH:4][C:3]=1[C:9]1[N:10]=[C:11](/[C:16](/[CH3:31])=[CH:17]/[C:18]2[CH:23]=[CH:22][C:21]([C:24]3[CH:29]=[CH:28][C:27]([OH:30])=[CH:26][CH:25]=3)=[CH:20][CH:19]=2)[N:12]([CH2:14][CH3:15])[CH:13]=1.Br[CH2:33][CH2:34][CH2:35][C:36]([O:38]C)=[O:37], predict the reaction product. The product is: [Cl:1][C:2]1[CH:7]=[C:6]([Cl:8])[CH:5]=[CH:4][C:3]=1[C:9]1[N:10]=[C:11](/[C:16](/[CH3:31])=[CH:17]/[C:18]2[CH:23]=[CH:22][C:21]([C:24]3[CH:25]=[CH:26][C:27]([O:30][CH2:33][CH2:34][CH2:35][C:36]([OH:38])=[O:37])=[CH:28][CH:29]=3)=[CH:20][CH:19]=2)[N:12]([CH2:14][CH3:15])[CH:13]=1.